This data is from Reaction yield outcomes from USPTO patents with 853,638 reactions. The task is: Predict the reaction yield, written as a fraction of the theoretical maximum amount of product (1.0 means a 100% yield; for example, 0.34 means a 34% yield). (1) The reactants are C[O:2][C:3](=[O:27])[C:4]1[CH:9]=[C:8]([CH:10]2[O:15][CH2:14][CH2:13][N:12]([CH2:16][CH2:17][CH3:18])[CH2:11]2)[CH:7]=[CH:6][C:5]=1[O:19][CH2:20][C:21]1[CH:26]=[CH:25][CH:24]=[CH:23][CH:22]=1.[OH-].[Na+].Cl. The catalyst is CO. The product is [CH2:20]([O:19][C:5]1[CH:6]=[CH:7][C:8]([CH:10]2[O:15][CH2:14][CH2:13][N:12]([CH2:16][CH2:17][CH3:18])[CH2:11]2)=[CH:9][C:4]=1[C:3]([OH:27])=[O:2])[C:21]1[CH:22]=[CH:23][CH:24]=[CH:25][CH:26]=1. The yield is 1.00. (2) The reactants are C([O:3][C:4]([C:6]1[CH:7]=[C:8]2[C:13](=[CH:14][C:15]=1[CH3:16])[N:12]([CH2:17][CH3:18])[C:11](=[O:19])[CH2:10][CH2:9]2)=[O:5])C.[OH-].[Na+]. The catalyst is CO. The product is [CH2:17]([N:12]1[C:13]2[C:8](=[CH:7][C:6]([C:4]([OH:5])=[O:3])=[C:15]([CH3:16])[CH:14]=2)[CH2:9][CH2:10][C:11]1=[O:19])[CH3:18]. The yield is 0.960.